This data is from CYP2C9 inhibition data for predicting drug metabolism from PubChem BioAssay. The task is: Regression/Classification. Given a drug SMILES string, predict its absorption, distribution, metabolism, or excretion properties. Task type varies by dataset: regression for continuous measurements (e.g., permeability, clearance, half-life) or binary classification for categorical outcomes (e.g., BBB penetration, CYP inhibition). Dataset: cyp2c9_veith. (1) The drug is O=C(CSc1nnc2c3ccccc3c3ccccc3c2n1)Nc1ccccc1. The result is 1 (inhibitor). (2) The compound is Clc1ccc(C2=C3CCCCn4c(-c5ccccc5)c[n+](c43)C2)cc1.[Br-]. The result is 0 (non-inhibitor). (3) The result is 0 (non-inhibitor). The compound is CCOC(=O)CCN1C(=O)[C@H]2CC[C@@H]3/C(=N\NC(=O)OCc4ccc(OC)cc4)C[C@@H](O)[C@@H](O)[C@@H]3[C@@H]2C1=O.